Predict the reactants needed to synthesize the given product. From a dataset of Full USPTO retrosynthesis dataset with 1.9M reactions from patents (1976-2016). (1) Given the product [CH3:22][O:23][C:24]([C:26]1[CH:35]=[CH:34][C:33]2[C:28](=[CH:29][CH:30]=[CH:31][C:32]=2[N:36]=[CH:13][C:12]([OH:19])([C:15]([F:18])([F:16])[F:17])[CH2:11][C:8]2([C:6]3[CH:7]=[C:2]([F:1])[CH:3]=[CH:4][C:5]=3[O:20][CH3:21])[CH2:10][CH2:9]2)[N:27]=1)=[O:25], predict the reactants needed to synthesize it. The reactants are: [F:1][C:2]1[CH:3]=[CH:4][C:5]([O:20][CH3:21])=[C:6]([C:8]2([CH2:11][C:12]([OH:19])([C:15]([F:18])([F:17])[F:16])[CH:13]=O)[CH2:10][CH2:9]2)[CH:7]=1.[CH3:22][O:23][C:24]([C:26]1[CH:35]=[CH:34][C:33]2[C:28](=[CH:29][CH:30]=[CH:31][C:32]=2[NH2:36])[N:27]=1)=[O:25]. (2) Given the product [CH3:38][O:39][C:40](=[O:47])[C:41]([CH3:46])([CH3:45])[CH2:42][CH2:43][O:29][C:26]1[CH:25]=[CH:24][C:23]([C:22]([N:15]2[C:16]3[C:21](=[CH:20][CH:19]=[CH:18][CH:17]=3)[C@H:12]([N:8]([C:9](=[O:11])[CH3:10])[C:5]3[CH:4]=[CH:3][C:2]([Cl:1])=[CH:7][CH:6]=3)[CH2:13][C@@H:14]2[CH3:31])=[O:30])=[CH:28][CH:27]=1, predict the reactants needed to synthesize it. The reactants are: [Cl:1][C:2]1[CH:7]=[CH:6][C:5]([N:8]([C@H:12]2[C:21]3[C:16](=[CH:17][CH:18]=[CH:19][CH:20]=3)[N:15]([C:22](=[O:30])[C:23]3[CH:28]=[CH:27][C:26]([OH:29])=[CH:25][CH:24]=3)[C@@H:14]([CH3:31])[CH2:13]2)[C:9](=[O:11])[CH3:10])=[CH:4][CH:3]=1.C([O-])([O-])=O.[K+].[K+].[CH3:38][O:39][C:40](=[O:47])[C:41]([CH3:46])([CH3:45])[CH2:42][CH2:43]Br.